The task is: Predict the product of the given reaction.. This data is from Forward reaction prediction with 1.9M reactions from USPTO patents (1976-2016). (1) The product is: [C:1]([O:5][C:6]([N:8]1[CH2:13][CH2:12][CH:11]([CH:14]2[O:23][C:17]3=[CH:18][N:19]=[C:20]([C:26]4[CH:27]=[CH:28][C:29]([CH2:31][S:32]([CH3:35])(=[O:34])=[O:33])=[CH:30][C:25]=4[F:24])[CH:21]=[C:16]3[CH2:15]2)[CH2:10][CH2:9]1)=[O:7])([CH3:4])([CH3:3])[CH3:2]. Given the reactants [C:1]([O:5][C:6]([N:8]1[CH2:13][CH2:12][CH:11]([CH:14]2[O:23][C:17]3=[CH:18][N:19]=[C:20](Cl)[CH:21]=[C:16]3[CH2:15]2)[CH2:10][CH2:9]1)=[O:7])([CH3:4])([CH3:3])[CH3:2].[F:24][C:25]1[CH:30]=[C:29]([CH2:31][S:32]([CH3:35])(=[O:34])=[O:33])[CH:28]=[CH:27][C:26]=1B1OC(C)(C)C(C)(C)O1, predict the reaction product. (2) Given the reactants B(Br)(Br)Br.C([O:12][C:13]([C:15]1[CH:16]=[C:17]([CH:41]=[CH:42][C:43]=1[OH:44])[CH:18]=[C:19]1[S:23][C:22](=[O:24])[N:21]([CH2:25][C:26]2[CH:31]=[C:30]([C:32]([F:35])([F:34])[F:33])[CH:29]=[CH:28][C:27]=2[C:36]([F:39])([F:38])[F:37])[C:20]1=[O:40])=[O:14])C1C=CC=CC=1.O, predict the reaction product. The product is: [C:13]([C:15]1[CH:16]=[C:17]([CH:41]=[CH:42][C:43]=1[OH:44])[CH:18]=[C:19]1[S:23][C:22](=[O:24])[N:21]([CH2:25][C:26]2[CH:31]=[C:30]([C:32]([F:33])([F:34])[F:35])[CH:29]=[CH:28][C:27]=2[C:36]([F:39])([F:38])[F:37])[C:20]1=[O:40])([OH:14])=[O:12]. (3) Given the reactants OS(O)(=O)=O.[Cl:6][C:7]1[CH:12]=[CH:11][C:10]([C:13](O)([C:37]2[N:41]([CH3:42])[CH:40]=[N:39][CH:38]=2)[C:14]2[CH:15]=[C:16]3[C:21](=[CH:22][CH:23]=2)[N:20]([CH3:24])[C:19](=[O:25])[CH:18]=[C:17]3[C:26]2[S:27][CH:28]=[C:29]([C:31]3[CH:36]=[CH:35][CH:34]=[CH:33][CH:32]=3)[N:30]=2)=[CH:9][CH:8]=1.C([O-])([O-])=[O:45].[K+].[K+].[C:50](#[N:52])[CH3:51], predict the reaction product. The product is: [Cl:6][C:7]1[CH:12]=[CH:11][C:10]([C:13]([C:14]2[CH:15]=[C:16]3[C:21](=[CH:22][CH:23]=2)[N:20]([CH3:24])[C:19](=[O:25])[CH:18]=[C:17]3[C:26]2[S:27][CH:28]=[C:29]([C:31]3[CH:36]=[CH:35][CH:34]=[CH:33][CH:32]=3)[N:30]=2)([C:37]2[N:41]([CH3:42])[CH:40]=[N:39][CH:38]=2)[NH:52][C:50](=[O:45])[CH3:51])=[CH:9][CH:8]=1. (4) Given the reactants C([O:8][CH2:9][C@H:10]([NH:28][C:29](=[O:35])[O:30][C:31]([CH3:34])([CH3:33])[CH3:32])[C:11]1[N:20]([C:21]2[CH:25]=[CH:24][NH:23][N:22]=2)[C:19](=[O:26])[C:18]2[C:13](=[CH:14][CH:15]=[CH:16][C:17]=2[Cl:27])[N:12]=1)C1C=CC=CC=1, predict the reaction product. The product is: [Cl:27][C:17]1[CH:16]=[CH:15][CH:14]=[C:13]2[C:18]=1[C:19](=[O:26])[N:20]([C:21]1[CH:25]=[CH:24][NH:23][N:22]=1)[C:11]([C@@H:10]([NH:28][C:29](=[O:35])[O:30][C:31]([CH3:34])([CH3:32])[CH3:33])[CH2:9][OH:8])=[N:12]2. (5) Given the reactants C1C2C(COC(=O)N[C@H](C([N:25]3[C:29]4=[N:30][CH:31]=[C:32](Br)[CH:33]=[C:28]4[C:27]([C@@H:35]([C:37]4[C:42]([Cl:43])=[CH:41][CH:40]=[C:39]([F:44])[C:38]=4[Cl:45])[CH3:36])=[CH:26]3)=O)CC(C)C)C3C(=CC=CC=3)C=2C=CC=1.Cl.CC1(C)C(C)(C)OB([C:56]2[CH:57]=[N:58][N:59]([CH:61]3[CH2:66][CH2:65][NH:64][CH2:63][CH2:62]3)[CH:60]=2)O1.ClC1C=CC=C(Cl)C=1C(C1C2C(=NC=C(C3C=NN(C4CCNCC4)C=3)C=2)NC=1)C, predict the reaction product. The product is: [Cl:45][C:38]1[C:39]([F:44])=[CH:40][CH:41]=[C:42]([Cl:43])[C:37]=1[C@H:35]([C:27]1[C:28]2[C:29](=[N:30][CH:31]=[C:32]([C:56]3[CH:57]=[N:58][N:59]([CH:61]4[CH2:66][CH2:65][NH:64][CH2:63][CH2:62]4)[CH:60]=3)[CH:33]=2)[NH:25][CH:26]=1)[CH3:36]. (6) Given the reactants [CH3:1][C:2]1[C:6]2=[C:7]([CH:11]=O)[CH:8]=[CH:9][CH:10]=[C:5]2[O:4][CH:3]=1.C([O-])(=O)C.[NH4+].[N+:18]([CH3:21])([O-:20])=[O:19], predict the reaction product. The product is: [CH3:1][C:2]1[C:6]2[C:7]([CH:11]=[CH:21][N+:18]([O-:20])=[O:19])=[CH:8][CH:9]=[CH:10][C:5]=2[O:4][CH:3]=1. (7) Given the reactants [O:1]1[CH2:6][CH2:5][CH:4]([OH:7])[CH2:3][CH2:2]1.[NH2:8][C:9]1[CH:16]=[CH:15][CH:14]=[C:13](F)[C:10]=1[C:11]#[N:12], predict the reaction product. The product is: [NH2:8][C:9]1[CH:16]=[CH:15][CH:14]=[C:13]([O:7][CH:4]2[CH2:5][CH2:6][O:1][CH2:2][CH2:3]2)[C:10]=1[C:11]#[N:12].